From a dataset of Forward reaction prediction with 1.9M reactions from USPTO patents (1976-2016). Predict the product of the given reaction. (1) Given the reactants [N:1]1O[C:3]([O-])=[C:4]2[CH2:9][CH2:8][CH2:7][CH2:6][N+:5]=12.[C:11]([O:15][CH2:16][CH3:17])(=[O:14])[C:12]#C, predict the reaction product. The product is: [N:1]1[N:5]2[CH2:6][CH2:7][CH2:8][CH2:9][C:4]2=[CH:3][C:12]=1[C:11]([O:15][CH2:16][CH3:17])=[O:14]. (2) Given the reactants Br[C:2]1[CH:3]=[C:4]([CH:16]=[CH:17][CH:18]=1)[O:5][C:6]1[CH:11]=[CH:10][C:9]([C:12]([F:15])([F:14])[F:13])=[CH:8][N:7]=1.CN([CH:22]=[O:23])C.[Li]CCCC, predict the reaction product. The product is: [F:13][C:12]([F:15])([F:14])[C:9]1[CH:10]=[CH:11][C:6]([O:5][C:4]2[CH:3]=[C:2]([CH:18]=[CH:17][CH:16]=2)[CH:22]=[O:23])=[N:7][CH:8]=1. (3) Given the reactants FC(F)(F)S(O[C:7]1[C:8]([S:26]([CH3:29])(=[O:28])=[O:27])=[C:9]([C:18]2[CH:23]=[CH:22][CH:21]=[C:20]([C:24]#[N:25])[CH:19]=2)[C:10]2[N:11]([C:13]([CH2:16][CH3:17])=[CH:14][CH:15]=2)[N:12]=1)(=O)=O.[O:32]1[CH:36]=[CH:35][C:34](B(O)O)=[CH:33]1.C(=O)([O-])[O-].[Na+].[Na+], predict the reaction product. The product is: [CH2:16]([C:13]1[N:11]2[N:12]=[C:7]([C:33]3[O:32][CH:36]=[CH:35][CH:34]=3)[C:8]([S:26]([CH3:29])(=[O:27])=[O:28])=[C:9]([C:18]3[CH:19]=[C:20]([CH:21]=[CH:22][CH:23]=3)[C:24]#[N:25])[C:10]2=[CH:15][CH:14]=1)[CH3:17]. (4) Given the reactants [F:1][C:2]1[CH:3]=[C:4]([NH2:18])[CH:5]=[CH:6][C:7]=1[O:8][C:9]1[CH:14]=[CH:13][N:12]=[C:11]2[CH:15]=[CH:16][S:17][C:10]=12.FC1C=C(NC(NC(=O)CC2C=CC=CC=2)=S)C=CC=1OC1C=CN=C2C=CSC=12.[S:49]1[CH:53]=[CH:52][CH:51]=[C:50]1[CH2:54][C:55]([N:57]=[C:58]=[S:59])=[O:56], predict the reaction product. The product is: [F:1][C:2]1[CH:3]=[C:4]([NH:18][C:58]([NH:57][C:55](=[O:56])[CH2:54][C:50]2[S:49][CH:53]=[CH:52][CH:51]=2)=[S:59])[CH:5]=[CH:6][C:7]=1[O:8][C:9]1[CH:14]=[CH:13][N:12]=[C:11]2[CH:15]=[CH:16][S:17][C:10]=12.